From a dataset of Reaction yield outcomes from USPTO patents with 853,638 reactions. Predict the reaction yield, written as a fraction of the theoretical maximum amount of product (1.0 means a 100% yield; for example, 0.34 means a 34% yield). (1) The reactants are O[C:2]1[N:3]=[C:4]2[S:11][C:10]([CH3:12])=[CH:9][N:5]2[C:6](=[O:8])[CH:7]=1.P(Cl)(Cl)([Cl:15])=O. No catalyst specified. The product is [Cl:15][C:2]1[N:3]=[C:4]2[S:11][C:10]([CH3:12])=[CH:9][N:5]2[C:6](=[O:8])[CH:7]=1. The yield is 0.0700. (2) The reactants are [CH2:1]([O:8][C@@H:9]1[C@:14]([C:19]2[CH:24]=[CH:23][CH:22]=[CH:21][N:20]=2)([C:15](OC)=[O:16])[CH2:13][CH2:12][N:11]([C:25]([O:27][C:28]([CH3:31])([CH3:30])[CH3:29])=[O:26])[CH2:10]1)[C:2]1[CH:7]=[CH:6][CH:5]=[CH:4][CH:3]=1.[H-].[Al+3].[Li+].[H-].[H-].[H-].C(OC1C(CO)(C2C=CC=CN=2)CCN(C(OC(C)(C)C)=O)C1)C1C=CC=CC=1.C(N(CC)CC)C.[CH3:74][S:75](Cl)(=[O:77])=[O:76]. The catalyst is C1COCC1.C(Cl)Cl. The product is [CH2:1]([O:8][C@@H:9]1[C@@:14]([CH2:15][O:16][S:75]([CH3:74])(=[O:77])=[O:76])([C:19]2[CH:24]=[CH:23][CH:22]=[CH:21][N:20]=2)[CH2:13][CH2:12][N:11]([C:25]([O:27][C:28]([CH3:31])([CH3:30])[CH3:29])=[O:26])[CH2:10]1)[C:2]1[CH:7]=[CH:6][CH:5]=[CH:4][CH:3]=1. The yield is 0.880. (3) The reactants are [CH3:1][O:2][C:3]1[CH:4]=[C:5]([O:16][C:17]2[CH:18]=[N:19][C:20]([S:23]([CH3:26])(=[O:25])=[O:24])=[CH:21][CH:22]=2)[CH:6]=[C:7]2[C:11]=1[NH:10][C:9]([C:12]([O:14]C)=[O:13])=[CH:8]2.[OH-].[Na+]. The catalyst is O1CCCC1.CO. The product is [CH3:1][O:2][C:3]1[CH:4]=[C:5]([O:16][C:17]2[CH:18]=[N:19][C:20]([S:23]([CH3:26])(=[O:25])=[O:24])=[CH:21][CH:22]=2)[CH:6]=[C:7]2[C:11]=1[NH:10][C:9]([C:12]([OH:14])=[O:13])=[CH:8]2. The yield is 0.950. (4) The reactants are [Cl:1][C:2]1[CH:10]=[CH:9][C:5]([C:6]([OH:8])=O)=[C:4]([N+:11]([O-:13])=[O:12])[CH:3]=1.C(Cl)(=O)C(Cl)=O.N1C=CC=CC=1.[NH2:26][C:27]1[CH:32]=[CH:31][C:30]([Cl:33])=[CH:29][N:28]=1. The catalyst is ClCCl.CN(C=O)C. The product is [Cl:1][C:2]1[CH:10]=[CH:9][C:5]([C:6]([NH:26][C:27]2[CH:32]=[CH:31][C:30]([Cl:33])=[CH:29][N:28]=2)=[O:8])=[C:4]([N+:11]([O-:13])=[O:12])[CH:3]=1. The yield is 0.740. (5) The reactants are [OH:1][CH2:2][CH2:3][N:4]1[C:16]2[C:15]3[N:14]=[C:13]([NH:17][C:18]4[CH:23]=[C:22]([N:24]5[CH2:29][CH2:28][N:27]([CH3:30])[CH2:26][CH2:25]5)[CH:21]=[CH:20][C:19]=4[O:31][C:32]([F:35])([F:34])[F:33])[N:12]=[CH:11][C:10]=3[CH2:9][CH2:8][C:7]=2[C:6]([C:36]([O:38]CC)=[O:37])=[N:5]1.[OH-].[K+:42]. The catalyst is C(O)C. The product is [OH:1][CH2:2][CH2:3][N:4]1[C:16]2[C:15]3[N:14]=[C:13]([NH:17][C:18]4[CH:23]=[C:22]([N:24]5[CH2:29][CH2:28][N:27]([CH3:30])[CH2:26][CH2:25]5)[CH:21]=[CH:20][C:19]=4[O:31][C:32]([F:34])([F:35])[F:33])[N:12]=[CH:11][C:10]=3[CH2:9][CH2:8][C:7]=2[C:6]([C:36]([O-:38])=[O:37])=[N:5]1.[K+:42]. The yield is 0.890. (6) The reactants are [CH3:1][O:2][CH2:3][C@H:4]([CH3:32])[O:5][C:6]1[CH:7]=[C:8]([CH:19]=[C:20]([C:22]2[NH:23][C:24]([C:27]3[S:28][CH:29]=[CH:30][N:31]=3)=[CH:25][CH:26]=2)[CH:21]=1)[O:9][C:10]1[CH:15]=[CH:14][C:13]([C:16](=[O:18])[CH3:17])=[CH:12][CH:11]=1.[BH4-].[Na+].[Cl-].[NH4+]. The catalyst is O1CCCC1.CO. The product is [CH3:1][O:2][CH2:3][C@H:4]([CH3:32])[O:5][C:6]1[CH:7]=[C:8]([CH:19]=[C:20]([C:22]2[NH:23][C:24]([C:27]3[S:28][CH:29]=[CH:30][N:31]=3)=[CH:25][CH:26]=2)[CH:21]=1)[O:9][C:10]1[CH:15]=[CH:14][C:13]([CH:16]([OH:18])[CH3:17])=[CH:12][CH:11]=1. The yield is 0.910. (7) The reactants are [F:1][C:2]1[CH:7]=[CH:6][C:5]([C:8]2[CH2:9][CH2:10][N:11]([C:14]([O:16][C:17]([CH3:20])([CH3:19])[CH3:18])=[O:15])[CH2:12][CH:13]=2)=[CH:4][C:3]=1[N+:21]([O-])=O.[H][H]. The catalyst is C(OCC)(=O)C.CO.[Pd]. The product is [C:17]([O:16][C:14]([N:11]1[CH2:10][CH2:9][CH:8]([C:5]2[CH:6]=[CH:7][C:2]([F:1])=[C:3]([NH2:21])[CH:4]=2)[CH2:13][CH2:12]1)=[O:15])([CH3:20])([CH3:18])[CH3:19]. The yield is 0.980. (8) The reactants are Cl[C:2]1[N:7]=[C:6]([NH2:8])[C:5]([CH3:9])=[CH:4][N:3]=1.[N:10]1([CH2:16][C:17]2[CH:22]=[CH:21][C:20]([NH2:23])=[CH:19][CH:18]=2)[CH2:15][CH2:14][O:13][CH2:12][CH2:11]1. The catalyst is C(O)(=O)C. The product is [CH3:9][C:5]1[C:6]([NH2:8])=[N:7][C:2]([NH:23][C:20]2[CH:19]=[CH:18][C:17]([CH2:16][N:10]3[CH2:11][CH2:12][O:13][CH2:14][CH2:15]3)=[CH:22][CH:21]=2)=[N:3][CH:4]=1. The yield is 0.830. (9) The catalyst is C(Cl)Cl. The yield is 0.850. The product is [N+:23]([C:15]1[CH:16]=[CH:17][CH:18]=[C:19]([N+:20]([O-:22])=[O:21])[C:14]=1[N:11]1[CH2:10][CH2:9][N:8]([CH2:6][CH:57]([OH:58])[CH2:56][N:43]2[C:40]3[CH2:41][CH2:42][N:37]([S:34]([CH3:33])(=[O:36])=[O:35])[CH2:38][C:39]=3[C:45]([C:46]3[CH:51]=[CH:50][C:49]([C:52]([F:54])([F:55])[F:53])=[CH:48][CH:47]=3)=[N:44]2)[CH2:13][CH2:12]1)([O-:25])=[O:24]. The reactants are C(O[C:6]([N:8]1[CH2:13][CH2:12][N:11]([C:14]2[C:19]([N+:20]([O-:22])=[O:21])=[CH:18][CH:17]=[CH:16][C:15]=2[N+:23]([O-:25])=[O:24])[CH2:10][CH2:9]1)=O)(C)(C)C.FC(F)(F)C(O)=O.[CH3:33][S:34]([N:37]1[CH2:42][CH2:41][C:40]2[N:43]([CH2:56][CH:57]3C[O:58]3)[N:44]=[C:45]([C:46]3[CH:51]=[CH:50][C:49]([C:52]([F:55])([F:54])[F:53])=[CH:48][CH:47]=3)[C:39]=2[CH2:38]1)(=[O:36])=[O:35].